From a dataset of Catalyst prediction with 721,799 reactions and 888 catalyst types from USPTO. Predict which catalyst facilitates the given reaction. Reactant: [Cl-].[S:2]1[CH2:6][CH2:5][CH2:4][CH:3]1[P+](C1C=CC=CC=1)(C1C=CC=CC=1)C1C=CC=CC=1.C([Li])CCC.[CH:31]([C:33]1[CH:38]=[CH:37][C:36]([CH:39]([CH3:45])[C:40]([O:42][CH2:43][CH3:44])=[O:41])=[CH:35][CH:34]=1)=O. Product: [S:2]1[CH2:6][CH2:5][CH2:4][C:3]1=[CH:31][C:33]1[CH:38]=[CH:37][C:36]([CH:39]([CH3:45])[C:40]([O:42][CH2:43][CH3:44])=[O:41])=[CH:35][CH:34]=1. The catalyst class is: 188.